Dataset: Full USPTO retrosynthesis dataset with 1.9M reactions from patents (1976-2016). Task: Predict the reactants needed to synthesize the given product. (1) Given the product [CH:19]1([C:17]([NH:16][C:14]2[N:15]=[C:10]3[CH:9]=[CH:8][C:7]([O:6][C:5]4[CH:22]=[CH:23][C:2]([NH:1][C:39]([C:34]5[C:33](=[O:42])[N:32]([C:27]6[CH:28]=[CH:29][CH:30]=[CH:31][C:26]=6[F:25])[C:37]([CH3:38])=[CH:36][CH:35]=5)=[O:40])=[CH:3][C:4]=4[F:24])=[CH:12][N:11]3[CH:13]=2)=[O:18])[CH2:21][CH2:20]1, predict the reactants needed to synthesize it. The reactants are: [NH2:1][C:2]1[CH:23]=[CH:22][C:5]([O:6][C:7]2[CH:8]=[CH:9][C:10]3[N:11]([CH:13]=[C:14]([NH:16][C:17]([CH:19]4[CH2:21][CH2:20]4)=[O:18])[N:15]=3)[CH:12]=2)=[C:4]([F:24])[CH:3]=1.[F:25][C:26]1[CH:31]=[CH:30][CH:29]=[CH:28][C:27]=1[N:32]1[C:37]([CH3:38])=[CH:36][CH:35]=[C:34]([C:39](O)=[O:40])[C:33]1=[O:42].CN(C(ON1N=NC2C=CC=NC1=2)=[N+](C)C)C.F[P-](F)(F)(F)(F)F.C(N(CC)C(C)C)(C)C.C(=O)([O-])O.[Na+]. (2) The reactants are: [NH2:1][C:2]1[C:3]([C:9](O)=O)=[N:4][C:5]([Br:8])=[CH:6][N:7]=1.[C:12]1([NH2:19])[C:13]([NH2:18])=[CH:14][CH:15]=[CH:16][CH:17]=1.C(OP(C#N)(OCC)=O)C.C(N(CC)CC)C.C. Given the product [NH:18]1[C:13]2[CH:14]=[CH:15][CH:16]=[CH:17][C:12]=2[N:19]=[C:9]1[C:3]1[C:2]([NH2:1])=[N:7][CH:6]=[C:5]([Br:8])[N:4]=1, predict the reactants needed to synthesize it.